This data is from Reaction yield outcomes from USPTO patents with 853,638 reactions. The task is: Predict the reaction yield, written as a fraction of the theoretical maximum amount of product (1.0 means a 100% yield; for example, 0.34 means a 34% yield). The reactants are [CH:1]1([NH:4][C:5](=[O:45])[NH:6][C:7]2[CH:43]=[CH:42][C:10]([O:11][C:12]3[CH:17]=[CH:16][N:15]=[C:14]4[CH:18]=[C:19]([C:21]5[N:26]=[CH:25][C:24]([CH2:27][N:28]6[CH2:33][CH2:32][N:31](C(OC(C)(C)C)=O)[CH2:30][C:29]6=[O:41])=[CH:23][CH:22]=5)[S:20][C:13]=34)=[C:9]([F:44])[CH:8]=2)[CH2:3][CH2:2]1.C(O)(C(F)(F)F)=O. The catalyst is C(Cl)Cl.CO.C(Cl)Cl. The product is [OH-:11].[NH4+:4].[CH:1]1([NH:4][C:5]([NH:6][C:7]2[CH:43]=[CH:42][C:10]([O:11][C:12]3[CH:17]=[CH:16][N:15]=[C:14]4[CH:18]=[C:19]([C:21]5[CH:22]=[CH:23][C:24]([CH2:27][N:28]6[CH2:33][CH2:32][NH:31][CH2:30][C:29]6=[O:41])=[CH:25][N:26]=5)[S:20][C:13]=34)=[C:9]([F:44])[CH:8]=2)=[O:45])[CH2:2][CH2:3]1. The yield is 0.0200.